This data is from Reaction yield outcomes from USPTO patents with 853,638 reactions. The task is: Predict the reaction yield, written as a fraction of the theoretical maximum amount of product (1.0 means a 100% yield; for example, 0.34 means a 34% yield). (1) The reactants are [Br:1][C:2]1[C:3]([F:15])=[CH:4][C:5]([Cl:14])=[C:6]([CH:13]=1)[C:7](N(OC)C)=[O:8].[CH2:16]([C:18]1[CH:23]=[CH:22][C:21]([Mg]Br)=[CH:20][CH:19]=1)[CH3:17]. The catalyst is O1CCCC1. The product is [Br:1][C:2]1[C:3]([F:15])=[CH:4][C:5]([Cl:14])=[C:6]([C:7]([C:21]2[CH:22]=[CH:23][C:18]([CH2:16][CH3:17])=[CH:19][CH:20]=2)=[O:8])[CH:13]=1. The yield is 0.880. (2) The reactants are [F:1][C:2]([F:6])([F:5])[CH2:3][NH2:4].[CH2:7]1[CH2:13][S:10](=[O:12])(=[O:11])[O:9][CH2:8]1. The catalyst is CC(C)=O. The product is [F:1][C:2]([F:6])([F:5])[CH2:3][NH:4][CH2:8][CH2:7][CH2:13][S:10]([OH:12])(=[O:11])=[O:9]. The yield is 0.0400. (3) The reactants are [C:1](=O)([O-])[O-].[K+].[K+].[CH:7]([C:10]1[CH:14]=[CH:13][N:12]([CH2:15][C:16]([OH:18])=[O:17])[CH:11]=1)([CH3:9])[CH3:8].CI. The catalyst is CC(C)=O. The product is [CH:7]([C:10]1[CH:14]=[CH:13][N:12]([CH2:15][C:16]([O:18][CH3:1])=[O:17])[CH:11]=1)([CH3:9])[CH3:8]. The yield is 0.690. (4) The reactants are [Br:1][C:2]1[CH:10]=[CH:9][C:8]([OH:11])=[C:7]2[C:3]=1[CH2:4][NH:5][C:6]2=[O:12].[C:13]([O-])([O-])=O.[Cs+].[Cs+].CI.O. The catalyst is CN(C=O)C. The product is [Br:1][C:2]1[CH:10]=[CH:9][C:8]([O:11][CH3:13])=[C:7]2[C:3]=1[CH2:4][NH:5][C:6]2=[O:12]. The yield is 0.700.